Dataset: Forward reaction prediction with 1.9M reactions from USPTO patents (1976-2016). Task: Predict the product of the given reaction. (1) Given the reactants [CH2:1]([N:8]1[C:16]2[C:11](=[CH:12][C:13]([C:17]3[CH:22]=[CH:21][C:20]([C:23]([F:26])([F:25])[F:24])=[CH:19][CH:18]=3)=[CH:14][CH:15]=2)[CH:10]=[CH:9]1)[C:2]1[CH:7]=[CH:6][CH:5]=[CH:4][CH:3]=1.[C:27](Cl)(=[O:31])[C:28](Cl)=[O:29].[CH2:33]([OH:35])[CH3:34], predict the reaction product. The product is: [CH2:1]([N:8]1[C:16]2[C:11](=[CH:12][C:13]([C:17]3[CH:22]=[CH:21][C:20]([C:23]([F:26])([F:24])[F:25])=[CH:19][CH:18]=3)=[CH:14][CH:15]=2)[C:10]([C:27](=[O:31])[C:28]([O:35][CH2:33][CH3:34])=[O:29])=[CH:9]1)[C:2]1[CH:3]=[CH:4][CH:5]=[CH:6][CH:7]=1. (2) Given the reactants [C:1]1([C@@H:7]([CH3:13])[CH2:8][NH:9][C:10]([NH2:12])=[S:11])[CH:6]=[CH:5][CH:4]=[CH:3][CH:2]=1.Br[CH:15]([CH2:19][CH3:20])[C:16](O)=[O:17], predict the reaction product. The product is: [CH2:19]([C@H:15]1[S:11][C:10]([NH:9][CH2:8][C@@H:7]([C:1]2[CH:6]=[CH:5][CH:4]=[CH:3][CH:2]=2)[CH3:13])=[N:12][C:16]1=[O:17])[CH3:20]. (3) Given the reactants [Br:1][C:2]1[CH:3]=[C:4]([CH:10]=[CH:11][CH:12]=1)[O:5][CH2:6][C:7]([CH3:9])=O, predict the reaction product. The product is: [Br:1][C:2]1[C:3]2[C:7]([CH3:9])=[CH:6][O:5][C:4]=2[CH:10]=[CH:11][CH:12]=1. (4) Given the reactants [CH3:1][N:2]([CH2:16][CH2:17][OH:18])[C:3]1[N:8]=[CH:7][CH:6]=[C:5]([C:9]2[CH:15]=[CH:14][C:12]([NH2:13])=[CH:11][CH:10]=2)[N:4]=1.F[C:20]1[CH:27]=[CH:26][C:23]([CH:24]=[O:25])=[CH:22][CH:21]=1, predict the reaction product. The product is: [CH3:1][N:2]([CH2:16][CH2:17][O:18][C:20]1[CH:27]=[CH:26][C:23]([CH:24]=[O:25])=[CH:22][CH:21]=1)[C:3]1[N:8]=[CH:7][CH:6]=[C:5]([C:9]2[CH:15]=[CH:14][C:12]([NH2:13])=[CH:11][CH:10]=2)[N:4]=1. (5) Given the reactants [CH2:1]1[C:9]2[C:4](=[CH:5][C:6]([CH:10]([OH:31])[CH2:11][CH2:12][N:13]3[CH2:18][CH2:17][CH:16]([C:19]4[CH:20]=[C:21]([NH:25][C:26](=[O:30])[CH:27]([CH3:29])[CH3:28])[CH:22]=[CH:23][CH:24]=4)[CH2:15][CH2:14]3)=[CH:7][CH:8]=2)[CH2:3][CH2:2]1.[C:32]1(O)[CH:37]=[CH:36][CH:35]=[CH:34][CH:33]=1, predict the reaction product. The product is: [CH2:1]1[C:9]2[C:4](=[CH:5][C:6]([CH:10]([O:31][C:32]3[CH:37]=[CH:36][CH:35]=[CH:34][CH:33]=3)[CH2:11][CH2:12][N:13]3[CH2:14][CH2:15][CH:16]([C:19]4[CH:20]=[C:21]([NH:25][C:26](=[O:30])[CH:27]([CH3:28])[CH3:29])[CH:22]=[CH:23][CH:24]=4)[CH2:17][CH2:18]3)=[CH:7][CH:8]=2)[CH2:3][CH2:2]1. (6) Given the reactants [CH2:1]([O:3][C:4]1[CH:5]=[C:6]([CH:29]=[C:30]([O:33][CH2:34][CH3:35])[C:31]=1F)[CH2:7][N:8]1[CH2:13][CH2:12][CH:11]([NH:14][C:15]2[O:16][C:17]3[CH:23]=[CH:22][C:21]([O:24][CH2:25][CH2:26][CH2:27][OH:28])=[CH:20][C:18]=3[N:19]=2)[CH2:10][CH2:9]1)[CH3:2].[Cl:36]C1C(OCC)=CC(C=O)=CC=1OCC.C([BH3-])#N.[Na+].C(N(C(C)C)C(C)C)C, predict the reaction product. The product is: [Cl:36][C:31]1[C:4]([O:3][CH2:1][CH3:2])=[CH:5][C:6]([CH2:7][N:8]2[CH2:13][CH2:12][CH:11]([NH:14][C:15]3[O:16][C:17]4[CH:23]=[CH:22][C:21]([O:24][CH2:25][CH2:26][CH2:27][OH:28])=[CH:20][C:18]=4[N:19]=3)[CH2:10][CH2:9]2)=[CH:29][C:30]=1[O:33][CH2:34][CH3:35]. (7) Given the reactants [CH2:1]([O:8][C:9]1[CH:10]=[C:11]([F:16])[CH:12]=[C:13](Br)[CH:14]=1)[C:2]1[CH:7]=[CH:6][CH:5]=[CH:4][CH:3]=1.[C:17]([O:20][C:21]1[CH:28]=[CH:27][C:24]([CH:25]=[CH2:26])=[CH:23][CH:22]=1)(=[O:19])[CH3:18].CCN(CC)CC.Cl, predict the reaction product. The product is: [C:17]([O:20][C:21]1[CH:28]=[CH:27][C:24]([CH:25]=[CH:26][C:13]2[CH:14]=[C:9]([O:8][CH2:1][C:2]3[CH:7]=[CH:6][CH:5]=[CH:4][CH:3]=3)[CH:10]=[C:11]([F:16])[CH:12]=2)=[CH:23][CH:22]=1)(=[O:19])[CH3:18]. (8) Given the reactants ClC(OC(Cl)C)=O.C([N:15]1[CH2:20][CH2:19][CH:18]([NH:21][C:22]2[CH:42]=[C:41]([Cl:43])[CH:40]=[CH:39][C:23]=2[C:24]([NH:26][C:27]2[CH:36]=[C:35]3[C:30]([CH2:31][CH2:32][C:33](=[O:38])[N:34]3[CH3:37])=[CH:29][CH:28]=2)=[O:25])[CH2:17][CH2:16]1)C1C=CC=CC=1, predict the reaction product. The product is: [Cl:43][C:41]1[CH:40]=[CH:39][C:23]([C:24]([NH:26][C:27]2[CH:36]=[C:35]3[C:30]([CH2:31][CH2:32][C:33](=[O:38])[N:34]3[CH3:37])=[CH:29][CH:28]=2)=[O:25])=[C:22]([NH:21][CH:18]2[CH2:19][CH2:20][NH:15][CH2:16][CH2:17]2)[CH:42]=1. (9) The product is: [O:1]1[C:5]2[CH:6]=[CH:7][CH:8]=[CH:9][C:4]=2[C:3]([CH2:10][CH2:11][OH:12])=[N:2]1.[CH3:14][C:15]1[C:16]([CH2:20][CH2:21][OH:22])=[N:17][O:18][N:19]=1. Given the reactants [O:1]1[C:5]2[CH:6]=[CH:7][CH:8]=[CH:9][C:4]=2[C:3]([CH2:10][C:11](O)=[O:12])=[N:2]1.[CH3:14][C:15]1[C:16]([CH2:20][C:21](O)=[O:22])=[N:17][O:18][N:19]=1, predict the reaction product. (10) Given the reactants C(OC(=O)[NH:7][C:8]1[CH:13]=[CH:12][C:11]([C:14]2[S:15][CH:16]=[CH:17][CH:18]=2)=[CH:10][C:9]=1[NH2:19])(C)(C)C.CC1(C)O[C:26]([C:28]2[CH:29]=[C:30]([CH:33]=[CH:34][CH:35]=2)[C:31]#[N:32])=[CH:25][C:24](=[O:36])O1.C(O)(C(F)(F)F)=O, predict the reaction product. The product is: [O:36]=[C:24]1[CH2:25][C:26]([C:28]2[CH:29]=[C:30]([CH:33]=[CH:34][CH:35]=2)[C:31]#[N:32])=[N:7][C:8]2[CH:13]=[CH:12][C:11]([C:14]3[S:15][CH:16]=[CH:17][CH:18]=3)=[CH:10][C:9]=2[NH:19]1.